Dataset: Catalyst prediction with 721,799 reactions and 888 catalyst types from USPTO. Task: Predict which catalyst facilitates the given reaction. (1) Reactant: Cl[C:2]1[C:11]2[C:6](=[C:7]([CH3:16])[CH:8]=[C:9]([S:12]([CH3:15])(=[O:14])=[O:13])[CH:10]=2)[N:5]=[N:4][C:3]=1[C:17]([NH2:19])=[O:18].[F:20][C:21]1[CH:22]=[C:23]([CH:25]=[C:26]([F:28])[CH:27]=1)[NH2:24]. Product: [F:20][C:21]1[CH:22]=[C:23]([NH:24][C:2]2[C:11]3[C:6](=[C:7]([CH3:16])[CH:8]=[C:9]([S:12]([CH3:15])(=[O:14])=[O:13])[CH:10]=3)[N:5]=[N:4][C:3]=2[C:17]([NH2:19])=[O:18])[CH:25]=[C:26]([F:28])[CH:27]=1. The catalyst class is: 10. (2) Reactant: [N:1]1[CH:6]=[CH:5][C:4]([N:7]2[CH2:12][CH2:11][CH:10]([CH2:13]O)[CH2:9][CH2:8]2)=[CH:3][CH:2]=1.[Cl:15][C:16]1[S:20][C:19]([C:21]([NH:23][C:24]2[CH:32]=[CH:31][CH:30]=[C:29]3[C:25]=2[C:26](=[O:34])[NH:27][C:28]3=[O:33])=[O:22])=[CH:18][CH:17]=1.C1(P(C2C=CC=CC=2)C2C=CC=CC=2)C=CC=CC=1.CCOC(/N=N/C(OCC)=O)=O. Product: [Cl:15][C:16]1[S:20][C:19]([C:21]([NH:23][C:24]2[CH:32]=[CH:31][CH:30]=[C:29]3[C:25]=2[C:26](=[O:34])[N:27]([CH2:13][CH:10]2[CH2:9][CH2:8][N:7]([C:4]4[CH:3]=[CH:2][N:1]=[CH:6][CH:5]=4)[CH2:12][CH2:11]2)[C:28]3=[O:33])=[O:22])=[CH:18][CH:17]=1. The catalyst class is: 1. (3) Product: [NH2:1][CH2:4][C:5]1([OH:12])[CH2:11][O:10][CH2:9][CH2:8][O:7][CH2:6]1. The catalyst class is: 29. Reactant: [N+:1]([CH2:4][C:5]1([OH:12])[CH2:11][O:10][CH2:9][CH2:8][O:7][CH2:6]1)([O-])=O.